From a dataset of Full USPTO retrosynthesis dataset with 1.9M reactions from patents (1976-2016). Predict the reactants needed to synthesize the given product. (1) Given the product [Cl:22][C:18]1[CH:17]=[C:16]([CH:21]=[CH:20][CH:19]=1)[CH2:15][C:13]1[CH:14]=[C:10]([CH2:9][OH:8])[S:11][C:12]=1[F:23], predict the reactants needed to synthesize it. The reactants are: C([Si]([O:8][CH2:9][C:10]1[S:11][C:12]([F:23])=[C:13]([CH2:15][C:16]2[CH:21]=[CH:20][CH:19]=[C:18]([Cl:22])[CH:17]=2)[CH:14]=1)(C)C)(C)(C)C. (2) Given the product [CH3:1][C:2]1[CH:7]=[C:6]([C:8]([N:10]2[C:16]3[CH:17]=[CH:18][CH:19]=[CH:20][C:15]=3[CH2:14][N:13]3[C:21]([C:24]([N:47]4[CH2:48][CH2:49][N:44]([C:42]([O:41][C:37]([CH3:40])([CH3:38])[CH3:39])=[O:43])[CH2:45][CH2:46]4)=[O:25])=[CH:22][CH:23]=[C:12]3[CH2:11]2)=[O:9])[CH:5]=[CH:4][C:3]=1[C:27]1[CH:32]=[CH:31][CH:30]=[CH:29][C:28]=1[C:33]([F:36])([F:34])[F:35], predict the reactants needed to synthesize it. The reactants are: [CH3:1][C:2]1[CH:7]=[C:6]([C:8]([N:10]2[C:16]3[CH:17]=[CH:18][CH:19]=[CH:20][C:15]=3[CH2:14][N:13]3[C:21]([C:24](O)=[O:25])=[CH:22][CH:23]=[C:12]3[CH2:11]2)=[O:9])[CH:5]=[CH:4][C:3]=1[C:27]1[CH:32]=[CH:31][CH:30]=[CH:29][C:28]=1[C:33]([F:36])([F:35])[F:34].[C:37]([O:41][C:42]([N:44]1[CH2:49][CH2:48][NH:47][CH2:46][CH2:45]1)=[O:43])([CH3:40])([CH3:39])[CH3:38].O.ON1C2C=CC=CC=2N=N1.Cl.CN(C)CCCN=C=NCC.C(N(CC)C(C)C)(C)C. (3) Given the product [O:11]1[CH2:12][CH2:13][O:14][CH:10]1[C:6]1[CH:5]=[C:4]([CH:9]=[CH:8][CH:7]=1)[NH2:1], predict the reactants needed to synthesize it. The reactants are: [N+:1]([C:4]1[CH:5]=[C:6]([CH:10]2[O:14][CH2:13][CH2:12][O:11]2)[CH:7]=[CH:8][CH:9]=1)([O-])=O.[Cl-].[NH4+].C(O)C.O. (4) Given the product [CH:22]([O:35][C:36]([NH:38][C:39]1[N:47]=[CH:46][N:45]=[C:44]2[C:40]=1[N:41]=[CH:42][N:43]2[CH2:48][C:49]([N:15]1[CH2:16][CH2:17][N:12]([S:9]([C:6]2[CH:7]=[CH:8][C:3]([F:2])=[CH:4][C:5]=2[N+:19]([O-:21])=[O:20])(=[O:11])=[O:10])[C:13](=[O:18])[CH2:14]1)=[O:50])=[O:37])([C:23]1[CH:28]=[CH:27][CH:26]=[CH:25][CH:24]=1)[C:29]1[CH:30]=[CH:31][CH:32]=[CH:33][CH:34]=1, predict the reactants needed to synthesize it. The reactants are: Cl.[F:2][C:3]1[CH:8]=[CH:7][C:6]([S:9]([N:12]2[CH2:17][CH2:16][NH:15][CH2:14][C:13]2=[O:18])(=[O:11])=[O:10])=[C:5]([N+:19]([O-:21])=[O:20])[CH:4]=1.[CH:22]([O:35][C:36]([NH:38][C:39]1[N:47]=[CH:46][N:45]=[C:44]2[C:40]=1[N:41]=[CH:42][N:43]2[CH2:48][C:49](O)=[O:50])=[O:37])([C:29]1[CH:34]=[CH:33][CH:32]=[CH:31][CH:30]=1)[C:23]1[CH:28]=[CH:27][CH:26]=[CH:25][CH:24]=1. (5) Given the product [CH2:1]([NH:9][C:10]1[CH:15]=[CH:14][N:13]=[C:12]2[S:16][C:17]([CH:19]([OH:21])[CH3:20])=[CH:18][C:11]=12)[CH2:2][C:3]1[CH:4]=[CH:5][CH:6]=[CH:7][CH:8]=1, predict the reactants needed to synthesize it. The reactants are: [CH2:1]([NH:9][C:10]1[CH:15]=[CH:14][N:13]=[C:12]2[S:16][C:17]([C:19](=[O:21])[CH3:20])=[CH:18][C:11]=12)[CH2:2][C:3]1[CH:8]=[CH:7][CH:6]=[CH:5][CH:4]=1.[BH4-].[Na+].O. (6) Given the product [CH3:1][C:2]1[C:3]2[C:12]3[CH:17]=[CH:16][CH:15]=[CH:14][C:13]=3[N:18]=[C:7]([OH:8])[C:4]=2[NH:5][CH:6]=1, predict the reactants needed to synthesize it. The reactants are: [CH3:1][C:2]1[C:3]([C:12]2[CH:17]=[CH:16][CH:15]=[CH:14][C:13]=2[N+:18]([O-])=O)=[C:4]([C:7](OCC)=[O:8])[NH:5][CH:6]=1. (7) The reactants are: [C:1]([O:5][C:6]([NH:8][CH2:9][CH2:10][O:11][C:12]1[CH:20]=[C:19]([S:21][CH3:22])[CH:18]=[CH:17][C:13]=1[C:14]([OH:16])=O)=[O:7])([CH3:4])([CH3:3])[CH3:2].[NH2:23][C:24]1[C:25]([C:30]([NH:32][C:33]2[CH:38]=[CH:37][C:36]([Cl:39])=[CH:35][N:34]=2)=[O:31])=[N:26][CH:27]=[CH:28][CH:29]=1. Given the product [C:1]([O:5][C:6]([NH:8][CH2:9][CH2:10][O:11][C:12]1[CH:20]=[C:19]([S:21][CH3:22])[CH:18]=[CH:17][C:13]=1[C:14]([NH:23][C:24]1[C:25]([C:30]([NH:32][C:33]2[CH:38]=[CH:37][C:36]([Cl:39])=[CH:35][N:34]=2)=[O:31])=[N:26][CH:27]=[CH:28][CH:29]=1)=[O:16])=[O:7])([CH3:2])([CH3:3])[CH3:4], predict the reactants needed to synthesize it.